From a dataset of NCI-60 drug combinations with 297,098 pairs across 59 cell lines. Regression. Given two drug SMILES strings and cell line genomic features, predict the synergy score measuring deviation from expected non-interaction effect. (1) Drug 1: C1=CC(=CC=C1CCC2=CNC3=C2C(=O)NC(=N3)N)C(=O)NC(CCC(=O)O)C(=O)O. Drug 2: C(CC(=O)O)C(=O)CN.Cl. Cell line: UACC62. Synergy scores: CSS=5.23, Synergy_ZIP=-5.30, Synergy_Bliss=-5.84, Synergy_Loewe=-6.40, Synergy_HSA=-3.71. (2) Drug 1: CCCCC(=O)OCC(=O)C1(CC(C2=C(C1)C(=C3C(=C2O)C(=O)C4=C(C3=O)C=CC=C4OC)O)OC5CC(C(C(O5)C)O)NC(=O)C(F)(F)F)O. Drug 2: C1C(C(OC1N2C=NC3=C2NC=NCC3O)CO)O. Cell line: NCI/ADR-RES. Synergy scores: CSS=38.3, Synergy_ZIP=-0.939, Synergy_Bliss=-2.70, Synergy_Loewe=-1.58, Synergy_HSA=-2.01. (3) Drug 1: CC1=C(C=C(C=C1)NC2=NC=CC(=N2)N(C)C3=CC4=NN(C(=C4C=C3)C)C)S(=O)(=O)N.Cl. Drug 2: C(=O)(N)NO. Cell line: HOP-62. Synergy scores: CSS=1.81, Synergy_ZIP=-1.53, Synergy_Bliss=-1.24, Synergy_Loewe=-5.01, Synergy_HSA=-1.58. (4) Drug 1: C1=NC2=C(N1)C(=S)N=C(N2)N. Drug 2: CCCCCOC(=O)NC1=NC(=O)N(C=C1F)C2C(C(C(O2)C)O)O. Cell line: UACC62. Synergy scores: CSS=27.1, Synergy_ZIP=-2.50, Synergy_Bliss=-1.38, Synergy_Loewe=-28.0, Synergy_HSA=-1.46. (5) Drug 1: CC12CCC3C(C1CCC2=O)CC(=C)C4=CC(=O)C=CC34C. Drug 2: CN(C(=O)NC(C=O)C(C(C(CO)O)O)O)N=O. Cell line: EKVX. Synergy scores: CSS=9.65, Synergy_ZIP=-0.444, Synergy_Bliss=-0.666, Synergy_Loewe=-7.30, Synergy_HSA=0.416. (6) Drug 1: CC(C)(C#N)C1=CC(=CC(=C1)CN2C=NC=N2)C(C)(C)C#N. Synergy scores: CSS=-6.88, Synergy_ZIP=3.47, Synergy_Bliss=2.14, Synergy_Loewe=-4.69, Synergy_HSA=-2.63. Drug 2: C(CN)CNCCSP(=O)(O)O. Cell line: HT29. (7) Drug 1: CC1=C(C=C(C=C1)C(=O)NC2=CC(=CC(=C2)C(F)(F)F)N3C=C(N=C3)C)NC4=NC=CC(=N4)C5=CN=CC=C5. Drug 2: C#CCC(CC1=CN=C2C(=N1)C(=NC(=N2)N)N)C3=CC=C(C=C3)C(=O)NC(CCC(=O)O)C(=O)O. Cell line: MOLT-4. Synergy scores: CSS=82.1, Synergy_ZIP=2.19, Synergy_Bliss=0.553, Synergy_Loewe=-36.2, Synergy_HSA=-2.91. (8) Drug 1: CC1C(C(CC(O1)OC2CC(CC3=C2C(=C4C(=C3O)C(=O)C5=C(C4=O)C(=CC=C5)OC)O)(C(=O)CO)O)N)O. Drug 2: CC1(CCCN1)C2=NC3=C(C=CC=C3N2)C(=O)N. Cell line: UACC62. Synergy scores: CSS=66.9, Synergy_ZIP=5.28, Synergy_Bliss=5.94, Synergy_Loewe=-49.9, Synergy_HSA=3.73. (9) Drug 1: C(=O)(N)NO. Drug 2: C1CN(CCN1C(=O)CCBr)C(=O)CCBr. Cell line: MCF7. Synergy scores: CSS=12.9, Synergy_ZIP=-4.28, Synergy_Bliss=-3.77, Synergy_Loewe=-3.75, Synergy_HSA=-0.810.